Dataset: Reaction yield outcomes from USPTO patents with 853,638 reactions. Task: Predict the reaction yield, written as a fraction of the theoretical maximum amount of product (1.0 means a 100% yield; for example, 0.34 means a 34% yield). (1) The reactants are Cl[C:2]1[CH:7]=[CH:6][N:5]=[C:4]([NH:8][C:9]2[CH:10]=[C:11]([C:34]#[N:35])[C:12]([N:18]3[CH2:23][CH2:22][N:21]([C:24]([O:26][C:27]([CH3:30])([CH3:29])[CH3:28])=[O:25])[C@H:20]([CH:31]([CH3:33])[CH3:32])[CH2:19]3)=[N:13][C:14]=2[CH:15]2[CH2:17][CH2:16]2)[CH:3]=1.[K].[CH:37]([B-](F)(F)F)=[CH2:38].[H+].CCN(C(C)C)C(C)C. The catalyst is C(O)(C)C.O.C1C=CC(P(C2C=CC=CC=2)[C-]2C=CC=C2)=CC=1.C1C=CC(P(C2C=CC=CC=2)[C-]2C=CC=C2)=CC=1.Cl[Pd]Cl.[Fe+2]. The product is [C:34]([C:11]1[C:12]([N:18]2[CH2:23][CH2:22][N:21]([C:24]([O:26][C:27]([CH3:30])([CH3:29])[CH3:28])=[O:25])[C@H:20]([CH:31]([CH3:33])[CH3:32])[CH2:19]2)=[N:13][C:14]([CH:15]2[CH2:17][CH2:16]2)=[C:9]([NH:8][C:4]2[CH:3]=[C:2]([CH:37]=[CH2:38])[CH:7]=[CH:6][N:5]=2)[CH:10]=1)#[N:35]. The yield is 0.870. (2) The reactants are [CH2:1]1[CH:5]2[CH:6]=[CH:7][CH:3]([CH2:4]2)[CH2:2]1.[CH2:8]=[CH:9][CH:10]=[CH2:11]. The product is [CH:3]12[CH2:4][CH:5]([CH:1]3[C:2]1=[CH:11][CH2:10][CH2:9][CH2:8]3)[CH2:6][CH2:7]2. The yield is 0.730. The catalyst is CC1C=CC(O)=CC=1. (3) The reactants are [Br:1][C:2]1[CH:7]=[CH:6][CH:5]=[CH:4][C:3]=1[OH:8].Cl[C:10]([CH3:18])([CH2:12][CH2:13][C:14]([CH3:17])(Cl)[CH3:15])[CH3:11].[Al+3].[Cl-].[Cl-].[Cl-].Cl. The catalyst is C(Cl)Cl. The product is [Br:1][C:2]1[C:3]([OH:8])=[CH:4][C:5]2[C:14]([CH3:17])([CH3:15])[CH2:13][CH2:12][C:10]([CH3:18])([CH3:11])[C:6]=2[CH:7]=1. The yield is 0.800. (4) The reactants are [NH2:1][C:2]1[C:7]([O:8][CH2:9][C:10]2[CH:15]=[CH:14][CH:13]=[CH:12][CH:11]=2)=[CH:6][CH:5]=[CH:4][N:3]=1.Br[CH:17]([CH2:20][C:21]([CH3:26])([N+:23]([O-:25])=[O:24])[CH3:22])[CH:18]=O. The catalyst is C(O)C. The product is [CH3:22][C:21]([N+:23]([O-:25])=[O:24])([CH3:26])[CH2:20][C:17]1[N:3]2[CH:4]=[CH:5][CH:6]=[C:7]([O:8][CH2:9][C:10]3[CH:11]=[CH:12][CH:13]=[CH:14][CH:15]=3)[C:2]2=[N:1][CH:18]=1. The yield is 0.640. (5) The catalyst is CN(C=O)C. The yield is 0.520. The reactants are [CH2:1]([O:3][C:4](=[O:17])[CH2:5][CH:6]1[O:10][B:9]([OH:11])[C:8]2[CH:12]=[C:13]([OH:16])[CH:14]=[CH:15][C:7]1=2)[CH3:2].C(=O)([O-])[O-].[Cs+].[Cs+].[Cl:24][C:25]1[N:30]=[C:29](Cl)[CH:28]=[CH:27][N:26]=1. The product is [CH2:1]([O:3][C:4](=[O:17])[CH2:5][CH:6]1[O:10][B:9]([OH:11])[C:8]2[CH:12]=[C:13]([O:16][C:27]3[CH:28]=[CH:29][N:30]=[C:25]([Cl:24])[N:26]=3)[CH:14]=[CH:15][C:7]1=2)[CH3:2]. (6) The reactants are F[C:2]1[CH:7]=[CH:6][C:5]([N+:8]([O-:10])=[O:9])=[CH:4][C:3]=1[CH3:11].[CH3:12][N:13]1[CH2:18][CH2:17][NH:16][CH2:15][CH2:14]1.[Na+].[Cl-]. The catalyst is CN1CCCC1=O. The product is [CH3:12][N:13]1[CH2:18][CH2:17][N:16]([C:2]2[CH:7]=[CH:6][C:5]([N+:8]([O-:10])=[O:9])=[CH:4][C:3]=2[CH3:11])[CH2:15][CH2:14]1. The yield is 0.920.